The task is: Predict the reactants needed to synthesize the given product.. This data is from Full USPTO retrosynthesis dataset with 1.9M reactions from patents (1976-2016). (1) Given the product [NH2:11][C@@H:12]([CH2:20][C:21]1[CH:22]=[CH:23][C:24]([O:27][CH2:28][CH2:29][CH2:30][C:31]([O:33][CH2:34][CH3:35])=[O:32])=[CH:25][CH:26]=1)[C:13]([O:15][C:16]([CH3:18])([CH3:19])[CH3:17])=[O:14], predict the reactants needed to synthesize it. The reactants are: C(OC([NH:11][C@@H:12]([CH2:20][C:21]1[CH:26]=[CH:25][C:24]([O:27][CH2:28][CH2:29][CH2:30][C:31]([O:33][CH2:34][CH3:35])=[O:32])=[CH:23][CH:22]=1)[C:13]([O:15][C:16]([CH3:19])([CH3:18])[CH3:17])=[O:14])=O)C1C=CC=CC=1.Cl.[H][H]. (2) The reactants are: [CH2:1]([O:3][C:4](=[O:21])[C:5]1[CH:10]=[CH:9][C:8]([C:11]2[NH:20][C:14]3[N:15]=[CH:16][N:17]=[C:18](Cl)[C:13]=3[CH:12]=2)=[CH:7][CH:6]=1)[CH3:2]. Given the product [CH2:1]([O:3][C:4](=[O:21])[C:5]1[CH:10]=[CH:9][C:8]([C:11]2[NH:20][C:14]3[N:15]=[CH:16][N:17]=[C:18]([NH:20][C@@H:11]([C:8]4[CH:9]=[CH:10][CH:5]=[CH:6][CH:7]=4)[CH3:12])[C:13]=3[CH:12]=2)=[CH:7][CH:6]=1)[CH3:2], predict the reactants needed to synthesize it.